From a dataset of Forward reaction prediction with 1.9M reactions from USPTO patents (1976-2016). Predict the product of the given reaction. (1) Given the reactants [CH2:1]([O:5][C:6]([C:8]1[N:9]=[C:10](O)[C:11]2[C:16]([C:17]=1[OH:18])=[CH:15][CH:14]=[C:13]([Br:19])[CH:12]=2)=[O:7])[CH2:2][CH2:3][CH3:4].P(Cl)(Cl)([Cl:23])=O, predict the reaction product. The product is: [CH2:1]([O:5][C:6]([C:8]1[N:9]=[C:10]([Cl:23])[C:11]2[C:16]([C:17]=1[OH:18])=[CH:15][CH:14]=[C:13]([Br:19])[CH:12]=2)=[O:7])[CH2:2][CH2:3][CH3:4]. (2) The product is: [Cl:1][C:2]1[CH:3]=[C:4]([NH:9][C:10]2[C:11]3[C:18]4[CH2:19][N:20]([C:28](=[O:29])/[CH:27]=[CH:26]/[CH2:25][N:24]([CH3:31])[CH3:23])[CH2:21][C:17]=4[S:16][C:12]=3[N:13]=[CH:14][N:15]=2)[CH:5]=[CH:6][C:7]=1[F:8]. Given the reactants [Cl:1][C:2]1[CH:3]=[C:4]([NH:9][C:10]2[C:11]3[C:18]4[CH2:19][NH:20][CH2:21][C:17]=4[S:16][C:12]=3[N:13]=[CH:14][N:15]=2)[CH:5]=[CH:6][C:7]=1[F:8].Cl.[CH3:23][N:24]([CH3:31])[CH2:25]/[CH:26]=[CH:27]/[C:28](O)=[O:29], predict the reaction product. (3) Given the reactants [C:1]1([NH:7][C:8]2[N:16]=[CH:15][CH:14]=[CH:13][C:9]=2[C:10]([OH:12])=[O:11])[CH:6]=[CH:5][CH:4]=[CH:3][CH:2]=1.[CH2:17](N(CC)CC)C.ClCC#N, predict the reaction product. The product is: [C:1]1([NH:7][C:8]2[N:16]=[CH:15][CH:14]=[CH:13][C:9]=2[C:10]([O:12][CH3:17])=[O:11])[CH:2]=[CH:3][CH:4]=[CH:5][CH:6]=1. (4) Given the reactants [F:1][C:2]1[CH:7]=[CH:6][CH:5]=[C:4]([F:8])[C:3]=1[N:9]1[C:14]2[N:15]=[C:16]([NH:34][CH:35]3[CH2:40][C:39]([CH3:42])([CH3:41])[NH:38][C:37]([CH3:44])([CH3:43])[CH2:36]3)[N:17]=[C:18]([C:19]3[CH:20]=[C:21]([NH:26][C:27]([C:29]4[CH:33]=[CH:32][S:31][CH:30]=4)=[O:28])[CH:22]=[CH:23][C:24]=3[CH3:25])[C:13]=2[CH:12]=[CH:11][C:10]1=[O:45].[CH3:46][S:47]([OH:50])(=[O:49])=[O:48], predict the reaction product. The product is: [CH3:46][S:47]([OH:50])(=[O:49])=[O:48].[F:8][C:4]1[CH:5]=[CH:6][CH:7]=[C:2]([F:1])[C:3]=1[N:9]1[C:14]2[N:15]=[C:16]([NH:34][CH:35]3[CH2:36][C:37]([CH3:43])([CH3:44])[NH:38][C:39]([CH3:42])([CH3:41])[CH2:40]3)[N:17]=[C:18]([C:19]3[CH:20]=[C:21]([NH:26][C:27]([C:29]4[CH:33]=[CH:32][S:31][CH:30]=4)=[O:28])[CH:22]=[CH:23][C:24]=3[CH3:25])[C:13]=2[CH:12]=[CH:11][C:10]1=[O:45]. (5) Given the reactants [C:1]1([CH2:7][CH2:8][CH:9](O)[CH:10]=[CH2:11])[CH:6]=[CH:5][CH:4]=[CH:3][CH:2]=1.S(=O)(=O)(O)N.C([N:20](CC)CC)C.[C:25](Cl)(=[O:32])[C:26]1[CH:31]=[CH:30][CH:29]=[CH:28][CH:27]=1, predict the reaction product. The product is: [C:1]1([CH2:7][CH2:8][CH:9]([NH:20][C:25](=[O:32])[C:26]2[CH:31]=[CH:30][CH:29]=[CH:28][CH:27]=2)[CH:10]=[CH2:11])[CH:6]=[CH:5][CH:4]=[CH:3][CH:2]=1. (6) The product is: [OH:1][C@@H:2]1[CH2:5][C@H:4]([N:6]2[C:11](=[O:12])[C:10]([CH2:13][C:14]3[CH:15]=[CH:16][C:17]([C:20]4[CH:25]=[CH:24][CH:23]=[CH:22][C:21]=4[C:26]4[NH:49][C:60](=[O:63])[O:61][N:27]=4)=[CH:18][CH:19]=3)=[C:9]([CH2:28][CH2:29][CH3:30])[N:8]3[N:31]=[CH:32][N:33]=[C:7]23)[CH2:3]1. Given the reactants [OH:1][C@@H:2]1[CH2:5][C@H:4]([N:6]2[C:11](=[O:12])[C:10]([CH2:13][C:14]3[CH:19]=[CH:18][C:17]([C:20]4[C:21]([C:26]#[N:27])=[CH:22][CH:23]=[CH:24][CH:25]=4)=[CH:16][CH:15]=3)=[C:9]([CH2:28][CH2:29][CH3:30])[N:8]3[N:31]=[CH:32][N:33]=[C:7]23)[CH2:3]1.FC(F)(F)S(O[Si](C(C)(C)C)(C)C)(=O)=O.[N:49]1C(C)=CC=CC=1C.[Cl-].O[NH3+].[C:60](=[O:63])([O-])[OH:61].[Na+], predict the reaction product.